Predict which catalyst facilitates the given reaction. From a dataset of Catalyst prediction with 721,799 reactions and 888 catalyst types from USPTO. (1) Reactant: C1C=C(Cl)C=C(C(OO)=[O:9])C=1.[Br:12][C:13]1[CH:22]=[C:21]2[C:16]([C:17]3[N:25]4[CH:26]([CH3:31])[CH2:27][CH2:28][O:29][CH2:30][C:24]4=[N:23][C:18]=3[CH:19]=[N:20]2)=[CH:15][CH:14]=1.[OH-].[NH4+]. Product: [Br:12][C:13]1[CH:22]=[C:21]2[C:16]([C:17]3[N:25]4[CH:26]([CH3:31])[CH2:27][CH2:28][O:29][CH2:30][C:24]4=[N:23][C:18]=3[CH:19]=[N+:20]2[O-:9])=[CH:15][CH:14]=1. The catalyst class is: 22. (2) The catalyst class is: 53. Reactant: [Br:1][C:2]1[CH:9]=[C:8]([CH3:10])[CH:7]=[CH:6][C:3]=1[C:4]#[N:5].C1C(=O)N([Br:18])C(=O)C1. Product: [Br:1][C:2]1[CH:9]=[C:8]([CH2:10][Br:18])[CH:7]=[CH:6][C:3]=1[C:4]#[N:5].